Dataset: Forward reaction prediction with 1.9M reactions from USPTO patents (1976-2016). Task: Predict the product of the given reaction. The product is: [F:1][C:2]1[CH:3]=[CH:4][C:5]([C:8]2[N:12]([C:13]3[CH:18]=[CH:17][CH:16]=[CH:15][CH:14]=3)[N:11]=[C:10]([CH2:19][CH2:20][CH2:21][N:34]3[CH2:35][CH2:36][N:31]([C:28]4[CH:27]=[CH:26][C:25]([O:24][CH3:23])=[CH:30][CH:29]=4)[CH2:32][CH2:33]3)[CH:9]=2)=[CH:6][CH:7]=1. Given the reactants [F:1][C:2]1[CH:7]=[CH:6][C:5]([C:8]2[N:12]([C:13]3[CH:18]=[CH:17][CH:16]=[CH:15][CH:14]=3)[N:11]=[C:10]([CH2:19][CH2:20][CH:21]=O)[CH:9]=2)=[CH:4][CH:3]=1.[CH3:23][O:24][C:25]1[CH:30]=[CH:29][C:28]([N:31]2[CH2:36][CH2:35][NH:34][CH2:33][CH2:32]2)=[CH:27][CH:26]=1.CCN(C(C)C)C(C)C.[BH-](OC(C)=O)(OC(C)=O)OC(C)=O.[Na+], predict the reaction product.